From a dataset of Full USPTO retrosynthesis dataset with 1.9M reactions from patents (1976-2016). Predict the reactants needed to synthesize the given product. (1) Given the product [Cl:1][C:2]1[C:3]([F:22])=[C:4]2[C:9](=[C:10]([Cl:12])[CH:11]=1)[O:8][CH:7]([C:13]([F:16])([F:14])[F:15])[C:6]([C:17]([OH:19])=[O:18])=[CH:5]2, predict the reactants needed to synthesize it. The reactants are: [Cl:1][C:2]1[C:3]([F:22])=[C:4]2[C:9](=[C:10]([Cl:12])[CH:11]=1)[O:8][CH:7]([C:13]([F:16])([F:15])[F:14])[C:6]([C:17]([O:19]CC)=[O:18])=[CH:5]2.[OH-].[Li+].Cl. (2) Given the product [NH2:7][CH2:6][C:5]1[CH:8]=[CH:9][C:2]([NH2:1])=[N:3][CH:4]=1, predict the reactants needed to synthesize it. The reactants are: [NH2:1][C:2]1[CH:9]=[CH:8][C:5]([C:6]#[N:7])=[CH:4][N:3]=1.B.C1COCC1.[NH4+].[OH-]. (3) Given the product [OH:34][C:28]([C:30]([F:33])([F:32])[F:31])=[O:29].[NH2:19][C:13]1[CH:14]=[C:15]([NH2:18])[CH:16]=[CH:17][C:12]=1[N:8]1[S:7](=[O:21])(=[O:20])[NH:6][C:10](=[O:11])[CH2:9]1, predict the reactants needed to synthesize it. The reactants are: COC1C=C(OC)C=CC=1C[N:6]1[C:10](=[O:11])[CH2:9][N:8]([C:12]2[CH:17]=[CH:16][C:15]([NH2:18])=[CH:14][C:13]=2[NH2:19])[S:7]1(=[O:21])=[O:20].[C:28]([OH:34])([C:30]([F:33])([F:32])[F:31])=[O:29].C(Cl)Cl. (4) Given the product [CH3:1][O:2][C:3]1[CH:4]=[CH:5][C:6]([N:9]([CH2:34][C:35]2[CH:36]=[N:37][CH:38]=[CH:39][C:40]=2[CH3:41])[CH:10]2[CH2:15][CH2:14][N:13]([C@H:16]([CH3:33])[CH2:17][CH2:18][NH:19][C:20](=[O:32])[C:21]3[C:22]([CH3:31])=[CH:23][C:24]([C:25]([N:44]([CH3:45])[CH3:43])=[O:27])=[CH:28][C:29]=3[CH3:30])[CH2:12][CH2:11]2)=[CH:7][CH:8]=1, predict the reactants needed to synthesize it. The reactants are: [CH3:1][O:2][C:3]1[CH:8]=[CH:7][C:6]([N:9]([CH2:34][C:35]2[CH:36]=[N:37][CH:38]=[CH:39][C:40]=2[CH3:41])[CH:10]2[CH2:15][CH2:14][N:13]([C@H:16]([CH3:33])[CH2:17][CH2:18][NH:19][C:20](=[O:32])[C:21]3[C:29]([CH3:30])=[CH:28][C:24]([C:25]([OH:27])=O)=[CH:23][C:22]=3[CH3:31])[CH2:12][CH2:11]2)=[CH:5][CH:4]=1.C[CH2:43][N:44]=[C:45]=NCCCN(C)C.C1C=CC2N(O)N=NC=2C=1.CNC.CCN(C(C)C)C(C)C. (5) Given the product [CH2:1]([NH:8][C:9]([N:23]1[CH2:24][CH2:25][C:20]2[C:19](=[O:26])[O:18][C:17]([CH2:27][OH:28])([C:11]3[CH:16]=[CH:15][CH:14]=[CH:13][CH:12]=3)[C:21]=2[CH2:22]1)=[O:10])[C:2]1[CH:7]=[CH:6][CH:5]=[CH:4][CH:3]=1, predict the reactants needed to synthesize it. The reactants are: [CH2:1]([N:8]=[C:9]=[O:10])[C:2]1[CH:7]=[CH:6][CH:5]=[CH:4][CH:3]=1.[C:11]1([C:17]2([CH2:27][OH:28])[C:21]3[CH2:22][NH:23][CH2:24][CH2:25][C:20]=3[C:19](=[O:26])[O:18]2)[CH:16]=[CH:15][CH:14]=[CH:13][CH:12]=1. (6) Given the product [I-:43].[C:1]([C:3]1[CH:8]=[CH:7][C:6]([N:9]2[C:13]([C:14]3[CH:15]=[C:16]([C:32]([NH:34][CH2:35][CH2:36][CH2:37][N+:38]4([CH3:44])[CH2:39][CH2:40][CH2:41][CH2:42]4)=[O:33])[C:17](=[O:31])[N:18]([C:21]4[CH:26]=[CH:25][CH:24]=[C:23]([C:27]([F:30])([F:29])[F:28])[CH:22]=4)[C:19]=3[CH3:20])=[CH:12][CH:11]=[N:10]2)=[CH:5][CH:4]=1)#[N:2], predict the reactants needed to synthesize it. The reactants are: [C:1]([C:3]1[CH:8]=[CH:7][C:6]([N:9]2[C:13]([C:14]3[CH:15]=[C:16]([C:32]([NH:34][CH2:35][CH2:36][CH2:37][N:38]4[CH2:42][CH2:41][CH2:40][CH2:39]4)=[O:33])[C:17](=[O:31])[N:18]([C:21]4[CH:26]=[CH:25][CH:24]=[C:23]([C:27]([F:30])([F:29])[F:28])[CH:22]=4)[C:19]=3[CH3:20])=[CH:12][CH:11]=[N:10]2)=[CH:5][CH:4]=1)#[N:2].[I:43][CH3:44]. (7) The reactants are: [C:1]([C:3]1[CH:4]=[C:5]([S:9]([N:12]2[CH2:16][C@@H:15](O)[CH2:14][C@H:13]2[C:18]([O:20][CH3:21])=[O:19])(=[O:11])=[O:10])[CH:6]=[CH:7][CH:8]=1)#[N:2].C(N(C(C)C)CC)(C)C.FC(F)(F)S(OS(C(F)(F)F)(=O)=O)(=O)=O.Cl.[F:47][C:48]1([F:54])[CH2:53][CH2:52][CH2:51][NH:50][CH2:49]1. Given the product [C:1]([C:3]1[CH:4]=[C:5]([S:9]([N:12]2[CH2:16][C@H:15]([N:50]3[CH2:51][CH2:52][CH2:53][C:48]([F:54])([F:47])[CH2:49]3)[CH2:14][C@H:13]2[C:18]([O:20][CH3:21])=[O:19])(=[O:11])=[O:10])[CH:6]=[CH:7][CH:8]=1)#[N:2], predict the reactants needed to synthesize it. (8) Given the product [CH2:1]([N:8]1[C:16]2[C:11](=[C:12]([NH:17][C:18]([C:20]3[N:24]4[CH:25]=[CH:26][C:27]([CH:29]([OH:44])[CH2:30][OH:39])=[CH:28][C:23]4=[N:22][CH:21]=3)=[O:19])[CH:13]=[CH:14][CH:15]=2)[CH:10]=[N:9]1)[C:2]1[CH:3]=[CH:4][CH:5]=[CH:6][CH:7]=1, predict the reactants needed to synthesize it. The reactants are: [CH2:1]([N:8]1[C:16]2[C:11](=[C:12]([NH:17][C:18]([C:20]3[N:24]4[CH:25]=[CH:26][C:27]([CH:29]=[CH2:30])=[CH:28][C:23]4=[N:22][CH:21]=3)=[O:19])[CH:13]=[CH:14][CH:15]=2)[CH:10]=[N:9]1)[C:2]1[CH:7]=[CH:6][CH:5]=[CH:4][CH:3]=1.C[N+]1([O-])CCOCC1.[OH2:39].CC(C)=O.[OH2:44]. (9) Given the product [C:11]([C:7]1[CH:8]=[C:9]([C:23]2[CH:28]=[CH:27][C:26]([N+:29]([O-:31])=[O:30])=[CH:25][CH:24]=2)[CH:10]=[C:5]([C:1]([CH3:4])([CH3:3])[CH3:2])[C:6]=1[OH:15])([CH3:14])([CH3:13])[CH3:12], predict the reactants needed to synthesize it. The reactants are: [C:1]([C:5]1[CH:10]=[CH:9][CH:8]=[C:7]([C:11]([CH3:14])([CH3:13])[CH3:12])[C:6]=1[OH:15])([CH3:4])([CH3:3])[CH3:2].C(=O)([O-])[O-].[K+].[K+].F[C:23]1[CH:28]=[CH:27][C:26]([N+:29]([O-:31])=[O:30])=[CH:25][CH:24]=1. (10) Given the product [F:9][C:10]([F:21])([F:20])[C:11]1[CH:16]=[CH:15][C:14]([C:2]2[S:6][C:5]([CH:7]=[O:8])=[CH:4][CH:3]=2)=[CH:13][CH:12]=1, predict the reactants needed to synthesize it. The reactants are: Br[C:2]1[S:6][C:5]([CH:7]=[O:8])=[CH:4][CH:3]=1.[F:9][C:10]([F:21])([F:20])[C:11]1[CH:16]=[CH:15][C:14](B(O)O)=[CH:13][CH:12]=1.C([O-])([O-])=O.[K+].[K+].